This data is from Peptide-MHC class I binding affinity with 185,985 pairs from IEDB/IMGT. The task is: Regression. Given a peptide amino acid sequence and an MHC pseudo amino acid sequence, predict their binding affinity value. This is MHC class I binding data. (1) The MHC is HLA-B15:17 with pseudo-sequence HLA-B15:17. The binding affinity (normalized) is 0.593. The peptide sequence is SSEADCFTY. (2) The peptide sequence is FINFFNLLAK. The MHC is HLA-A03:01 with pseudo-sequence HLA-A03:01. The binding affinity (normalized) is 0.797. (3) The peptide sequence is YQIEGAWRA. The MHC is HLA-B51:01 with pseudo-sequence HLA-B51:01. The binding affinity (normalized) is 0.0847.